From a dataset of Forward reaction prediction with 1.9M reactions from USPTO patents (1976-2016). Predict the product of the given reaction. (1) Given the reactants [CH3:1][N:2]1[CH2:7][CH2:6][C:5](=[CH:8][C:9]2[CH:14]=[CH:13][C:12]([C:15](=[O:17])[CH3:16])=[CH:11][CH:10]=2)[CH2:4][CH2:3]1, predict the reaction product. The product is: [CH3:1][N:2]1[CH2:7][CH2:6][CH:5]([CH2:8][C:9]2[CH:10]=[CH:11][C:12]([C:15](=[O:17])[CH3:16])=[CH:13][CH:14]=2)[CH2:4][CH2:3]1. (2) Given the reactants [NH:1]1[CH:5]=[C:4]([C:6]2[N:11]3[N:12]=[C:13]([NH:15][C:16]4[CH:21]=[CH:20][C:19]([O:22][CH2:23][CH2:24][N:25]5[CH2:29][CH2:28][CH2:27][CH2:26]5)=[CH:18][CH:17]=4)[N:14]=[C:10]3[CH:9]=[CH:8][CH:7]=2)[CH:3]=[N:2]1.C(=O)([O-])[O-].[K+].[K+].Br[CH2:37][CH2:38][CH2:39][CH3:40], predict the reaction product. The product is: [CH2:37]([N:2]1[CH:3]=[C:4]([C:6]2[N:11]3[N:12]=[C:13]([NH:15][C:16]4[CH:17]=[CH:18][C:19]([O:22][CH2:23][CH2:24][N:25]5[CH2:29][CH2:28][CH2:27][CH2:26]5)=[CH:20][CH:21]=4)[N:14]=[C:10]3[CH:9]=[CH:8][CH:7]=2)[CH:5]=[N:1]1)[CH2:38][CH2:39][CH3:40]. (3) The product is: [Cl:1][C:2]1[CH:19]=[C:18]([Cl:20])[C:17]([NH:21][C:22]2[C:27]([F:28])=[CH:26][C:25]([F:29])=[CH:24][C:23]=2[Cl:30])=[CH:16][C:3]=1[C:4]([C:6](=[CH:12][NH:13][C:14]1[CH:35]=[N:34][CH:33]=[CH:32][CH:37]=1)[C:7]([O:9][CH2:10][CH3:11])=[O:8])=[O:5]. Given the reactants [Cl:1][C:2]1[CH:19]=[C:18]([Cl:20])[C:17]([NH:21][C:22]2[C:27]([F:28])=[CH:26][C:25]([F:29])=[CH:24][C:23]=2[Cl:30])=[CH:16][C:3]=1[C:4]([C:6](=[CH:12][N:13](C)[CH3:14])[C:7]([O:9][CH2:10][CH3:11])=[O:8])=[O:5].N[C:32]1[CH:33]=[N:34][CH:35]=C[CH:37]=1, predict the reaction product. (4) Given the reactants [CH3:1][C:2]1[N:3]=[C:4]2[CH:12]=[CH:11][CH:10]=[C:9]3[N:5]2[C:6]=1[C:7](=[O:18])[N:8]3[CH2:13][CH2:14][CH2:15][CH2:16][NH2:17].C(N(CC)CC)C.[F:26][C:27]([F:35])([F:34])[C:28]([F:33])([F:32])[C:29](O)=[O:30], predict the reaction product. The product is: [CH3:1][C:2]1[N:3]=[C:4]2[CH:12]=[CH:11][CH:10]=[C:9]3[N:5]2[C:6]=1[C:7](=[O:18])[N:8]3[CH2:13][CH2:14][CH2:15][CH2:16][NH:17][C:29](=[O:30])[C:28]([F:33])([F:32])[C:27]([F:35])([F:34])[F:26]. (5) Given the reactants C[O:2][C:3](=[O:33])[C@@H:4]([NH:22][C:23](=[O:32])[C:24]1[C:29]([Cl:30])=[CH:28][CH:27]=[CH:26][C:25]=1[Cl:31])[CH2:5]/[CH:6]=[CH:7]/[C:8]1[CH:13]=[CH:12][C:11]([C:14]2([O:20][CH3:21])[CH2:19][CH2:18][O:17][CH2:16][CH2:15]2)=[CH:10][CH:9]=1.O.O.O.O.O.O.O.O.[OH-].[Ba+2].[OH-], predict the reaction product. The product is: [Cl:31][C:25]1[CH:26]=[CH:27][CH:28]=[C:29]([Cl:30])[C:24]=1[C:23]([NH:22][C@@H:4]([CH2:5]/[CH:6]=[CH:7]/[C:8]1[CH:13]=[CH:12][C:11]([C:14]2([O:20][CH3:21])[CH2:19][CH2:18][O:17][CH2:16][CH2:15]2)=[CH:10][CH:9]=1)[C:3]([OH:33])=[O:2])=[O:32].